The task is: Regression. Given two drug SMILES strings and cell line genomic features, predict the synergy score measuring deviation from expected non-interaction effect.. This data is from NCI-60 drug combinations with 297,098 pairs across 59 cell lines. Synergy scores: CSS=15.8, Synergy_ZIP=-6.30, Synergy_Bliss=-9.26, Synergy_Loewe=-7.52, Synergy_HSA=-7.24. Drug 1: CC(CN1CC(=O)NC(=O)C1)N2CC(=O)NC(=O)C2. Drug 2: C1=CN(C=N1)CC(O)(P(=O)(O)O)P(=O)(O)O. Cell line: SF-295.